This data is from Reaction yield outcomes from USPTO patents with 853,638 reactions. The task is: Predict the reaction yield, written as a fraction of the theoretical maximum amount of product (1.0 means a 100% yield; for example, 0.34 means a 34% yield). (1) The reactants are [NH2:1][C:2](=O)[C@@H:3]([NH:8][C:9](=[O:15])[O:10][C:11]([CH3:14])([CH3:13])[CH3:12])[CH2:4][CH:5]1[CH2:7][CH2:6]1.C(N(CC)CC)C.FC(F)(F)C(OC(=O)C(F)(F)F)=O. The catalyst is C(Cl)Cl. The product is [C:2]([C@@H:3]([NH:8][C:9](=[O:15])[O:10][C:11]([CH3:13])([CH3:12])[CH3:14])[CH2:4][CH:5]1[CH2:7][CH2:6]1)#[N:1]. The yield is 0.970. (2) The yield is 0.220. The reactants are [NH2:1][C:2]1[N:7]=[CH:6][C:5]([CH2:8][C:9]([OH:11])=O)=[CH:4][CH:3]=1.[CH:12]1([CH2:20][NH:21][C:22]([N:24]2[CH2:32][C:31]3[CH:30]=[CH:29][N:28]=[CH:27][C:26]=3[CH2:25]2)=[O:23])[C:14]2([CH2:19][CH2:18][NH:17][CH2:16][CH2:15]2)[CH2:13]1.CCN(C(C)C)C(C)C.CCN=C=NCCCN(C)C.C1C=CC2N(O)N=NC=2C=1. The product is [NH2:1][C:2]1[N:7]=[CH:6][C:5]([CH2:8][C:9]([N:17]2[CH2:18][CH2:19][C:14]3([CH:12]([CH2:20][NH:21][C:22]([N:24]4[CH2:32][C:31]5[CH:30]=[CH:29][N:28]=[CH:27][C:26]=5[CH2:25]4)=[O:23])[CH2:13]3)[CH2:15][CH2:16]2)=[O:11])=[CH:4][CH:3]=1. The catalyst is CN(C=O)C. (3) The catalyst is CN(C)C=O. The reactants are [Cl:1][C:2]1[CH:3]=[C:4]([NH:9][C:10]([CH:12]2[CH2:17][CH2:16][N:15]([CH2:18][C@@H:19]3[CH2:24][CH2:23][CH2:22][NH:21][CH2:20]3)[CH2:14][CH2:13]2)=[O:11])[CH:5]=[CH:6][C:7]=1[Cl:8].C(=O)([O-])[O-].[K+].[K+].[CH2:31](Br)[CH3:32]. The product is [Cl:1][C:2]1[CH:3]=[C:4]([NH:9][C:10]([CH:12]2[CH2:13][CH2:14][N:15]([CH2:18][C@@H:19]3[CH2:24][CH2:23][CH2:22][N:21]([CH2:31][CH3:32])[CH2:20]3)[CH2:16][CH2:17]2)=[O:11])[CH:5]=[CH:6][C:7]=1[Cl:8]. The yield is 0.740. (4) The reactants are C(OC([O:6][C:7]1[CH:8]=[C:9]2[C:14](=[CH:15][CH:16]=1)[CH:13]=[C:12]([CH:17]=[CH2:18])[CH:11]=[CH:10]2)C)C.C1(C)C=CC(S([O-])(=O)=O)=CC=1.[NH+]1C=CC=CC=1.C(Cl)Cl. The catalyst is C(O)C. The product is [OH:6][C:7]1[CH:8]=[C:9]2[C:14](=[CH:15][CH:16]=1)[CH:13]=[C:12]([CH:17]=[CH2:18])[CH:11]=[CH:10]2. The yield is 0.620. (5) The reactants are [CH2:1]([O:8][C:9]1[CH:14]=[CH:13][C:12]([C:15](=O)/[CH:16]=[CH:17]/N(C)C)=[CH:11][CH:10]=1)[C:2]1[CH:7]=[CH:6][CH:5]=[CH:4][CH:3]=1.[NH2:22][C:23]([NH2:25])=[S:24].[O-][CH2:27]C.[Na+].IC. The catalyst is C(O)C. The product is [CH2:1]([O:8][C:9]1[CH:10]=[CH:11][C:12]([C:15]2[CH:16]=[CH:17][N:25]=[C:23]([S:24][CH3:27])[N:22]=2)=[CH:13][CH:14]=1)[C:2]1[CH:3]=[CH:4][CH:5]=[CH:6][CH:7]=1. The yield is 0.850. (6) The reactants are CN(C(ON1N=NC2C=[CH:13][CH:14]=[N:15][C:10]1=2)=[N+](C)C)C.F[P-](F)(F)(F)(F)F.[F:25][C:26]1[CH:27]=[C:28]([N:32]2[CH2:36][CH2:35][CH2:34][C@@H:33]2[C:37]2[CH:38]=[C:39]([C:54]([OH:56])=O)[CH:40]=[C:41]3[C:46]=2[O:45][C:44]([N:47]2[CH2:52][CH2:51][O:50][CH2:49][CH2:48]2)=[CH:43][C:42]3=[O:53])[CH:29]=[CH:30][CH:31]=1.CCN(C(C)C)C(C)C.Cl.N1CCC1. The catalyst is C(Cl)Cl. The product is [N:15]1([C:54]([C:39]2[CH:40]=[C:41]3[C:46](=[C:37]([C@H:33]4[CH2:34][CH2:35][CH2:36][N:32]4[C:28]4[CH:29]=[CH:30][CH:31]=[C:26]([F:25])[CH:27]=4)[CH:38]=2)[O:45][C:44]([N:47]2[CH2:52][CH2:51][O:50][CH2:49][CH2:48]2)=[CH:43][C:42]3=[O:53])=[O:56])[CH2:14][CH2:13][CH2:10]1. The yield is 0.120.